Dataset: TCR-epitope binding with 47,182 pairs between 192 epitopes and 23,139 TCRs. Task: Binary Classification. Given a T-cell receptor sequence (or CDR3 region) and an epitope sequence, predict whether binding occurs between them. (1) The epitope is IVTDFSVIK. The TCR CDR3 sequence is CASSWGVRDMNTEAFF. Result: 1 (the TCR binds to the epitope). (2) The epitope is FLASKIGRLV. Result: 0 (the TCR does not bind to the epitope). The TCR CDR3 sequence is CATNQGARGTDTQYF. (3) The epitope is KLGGALQAK. The TCR CDR3 sequence is CATSSWTGGFDEQFF. Result: 1 (the TCR binds to the epitope).